Dataset: Catalyst prediction with 721,799 reactions and 888 catalyst types from USPTO. Task: Predict which catalyst facilitates the given reaction. (1) Reactant: C(OC([C:6]1[C:7]([C:15]2[CH:20]=[CH:19][CH:18]=[C:17]([Cl:21])[CH:16]=2)=[N:8][C:9]([S:13][CH3:14])=[N:10][C:11]=1[CH3:12])=O)C.[OH2:22].[OH-].[Li+]. Product: [Cl:21][C:17]1[CH:16]=[C:15]([C:7]2[C:6]([NH:10][C:11](=[O:22])[CH2:6][CH2:7][C:15]3[CH:20]=[CH:19][CH:18]=[CH:17][CH:16]=3)=[C:11]([CH3:12])[N:10]=[C:9]([S:13][CH3:14])[N:8]=2)[CH:20]=[CH:19][CH:18]=1. The catalyst class is: 299. (2) The catalyst class is: 785. Product: [NH2:1][C:2]1[N:7]=[CH:6][N:5]=[C:4]2[N:8]([CH2:13][C:14]3[N:15]([C:26]4[CH:31]=[CH:30][CH:29]=[CH:28][C:27]=4[CH3:32])[C:16](=[O:25])[C:17]4[C:22]([CH:23]=3)=[CH:21][CH:20]=[CH:19][C:18]=4[CH3:24])[N:9]=[C:10]([CH:11]=[O:34])[C:3]=12. Reactant: [NH2:1][C:2]1[N:7]=[CH:6][N:5]=[C:4]2[N:8]([CH2:13][C:14]3[N:15]([C:26]4[CH:31]=[CH:30][CH:29]=[CH:28][C:27]=4[CH3:32])[C:16](=[O:25])[C:17]4[C:22]([CH:23]=3)=[CH:21][CH:20]=[CH:19][C:18]=4[CH3:24])[N:9]=[C:10]([CH:11]=C)[C:3]=12.I([O-])(=O)(=O)=[O:34].[Na+]. (3) Reactant: C([O:8][CH2:9][C:10]1[O:11][C:12]2[C:21]3[CH:20]([CH2:22][CH2:23][NH:24][C:25](=[O:27])[CH3:26])[CH2:19][CH2:18][C:17]=3[CH:16]=[CH:15][C:13]=2[N:14]=1)C1C=CC=CC=1. Product: [OH:8][CH2:9][C:10]1[O:11][C:12]2[C:21]3[CH:20]([CH2:22][CH2:23][NH:24][C:25](=[O:27])[CH3:26])[CH2:19][CH2:18][C:17]=3[CH:16]=[CH:15][C:13]=2[N:14]=1. The catalyst class is: 129. (4) Reactant: C(OC([NH:8][CH2:9][CH:10]1[CH2:19][CH2:18][C:17]2[CH:16]=[C:15]([C:20]([N:22]3[CH2:27][CH2:26][N:25]([S:28]([C:31]4[CH:40]=[CH:39][C:38]5[C:33](=[CH:34][CH:35]=[C:36]([Cl:41])[CH:37]=5)[CH:32]=4)(=[O:30])=[O:29])[CH2:24][CH2:23]3)=[O:21])[CH:14]=[CH:13][C:12]=2[CH2:11]1)=O)(C)(C)C. Product: [ClH:41].[NH2:8][CH2:9][CH:10]1[CH2:19][CH2:18][C:17]2[CH:16]=[C:15]([C:20]([N:22]3[CH2:23][CH2:24][N:25]([S:28]([C:31]4[CH:40]=[CH:39][C:38]5[C:33](=[CH:34][CH:35]=[C:36]([Cl:41])[CH:37]=5)[CH:32]=4)(=[O:29])=[O:30])[CH2:26][CH2:27]3)=[O:21])[CH:14]=[CH:13][C:12]=2[CH2:11]1. The catalyst class is: 502. (5) Reactant: [CH3:1][C:2](C)([O-])[CH3:3].[K+].[C:7](=[N:20][CH:21]1[CH2:25][CH2:24][N:23]([CH3:26])[C:22]1=[O:27])([C:14]1[CH:19]=[CH:18][CH:17]=[CH:16][CH:15]=1)[C:8]1[CH:13]=[CH:12][CH:11]=[CH:10][CH:9]=1.C(Br)C#C.C1(C)C=CC=CC=1. Product: [C:7](=[N:20][C:21]1([CH2:3][C:2]#[CH:1])[CH2:25][CH2:24][N:23]([CH3:26])[C:22]1=[O:27])([C:14]1[CH:19]=[CH:18][CH:17]=[CH:16][CH:15]=1)[C:8]1[CH:13]=[CH:12][CH:11]=[CH:10][CH:9]=1. The catalyst class is: 1.